This data is from Full USPTO retrosynthesis dataset with 1.9M reactions from patents (1976-2016). The task is: Predict the reactants needed to synthesize the given product. Given the product [F:1][C:2]1[CH:3]=[C:4]([S:8]([F:30])(=[O:10])=[O:9])[CH:5]=[CH:6][CH:7]=1, predict the reactants needed to synthesize it. The reactants are: [F:1][C:2]1[CH:3]=[C:4]([S:8](Cl)(=[O:10])=[O:9])[CH:5]=[CH:6][CH:7]=1.C1OCCOCCOCCOCCOCCOC1.[F-:30].[K+].C([O-])(O)=O.[Na+].